From a dataset of Reaction yield outcomes from USPTO patents with 853,638 reactions. Predict the reaction yield, written as a fraction of the theoretical maximum amount of product (1.0 means a 100% yield; for example, 0.34 means a 34% yield). (1) The reactants are [CH3:1][N:2]1[CH2:7][CH2:6][CH:5]([N:8]2[CH:12]=[C:11]([NH:13][C:14]3[N:19]=[C:18]([NH:20][C:21]4[CH:22]=[C:23]5[C:28](=[CH:29][CH:30]=4)[N:27]=[CH:26][CH:25]=[CH:24]5)[C:17]([N+:31]([O-])=O)=[CH:16][N:15]=3)[CH:10]=[N:9]2)[CH2:4][CH2:3]1. The catalyst is CO.[Pd]. The product is [CH3:1][N:2]1[CH2:7][CH2:6][CH:5]([N:8]2[CH:12]=[C:11]([NH:13][C:14]3[N:19]=[C:18]([NH:20][C:21]4[CH:22]=[C:23]5[C:28](=[CH:29][CH:30]=4)[N:27]=[CH:26][CH:25]=[CH:24]5)[C:17]([NH2:31])=[CH:16][N:15]=3)[CH:10]=[N:9]2)[CH2:4][CH2:3]1. The yield is 0.640. (2) The reactants are [CH3:1][C:2]1[CH:8]=[CH:7][C:5]([NH2:6])=[CH:4][C:3]=1[N+:9]([O-:11])=[O:10].[C:12](O[C:12]([O:14][C:15]([CH3:18])([CH3:17])[CH3:16])=[O:13])([O:14][C:15]([CH3:18])([CH3:17])[CH3:16])=[O:13]. The catalyst is C1COCC1.CCCCCC.CCOC(C)=O. The product is [CH3:1][C:2]1[CH:8]=[CH:7][C:5]([NH:6][C:12](=[O:13])[O:14][C:15]([CH3:18])([CH3:17])[CH3:16])=[CH:4][C:3]=1[N+:9]([O-:11])=[O:10]. The yield is 0.850. (3) The reactants are [C:1](Cl)(=[O:3])[CH3:2].[CH3:5][C:6]1([CH3:19])[C:15]2[C:10](=[CH:11][C:12]([CH3:16])=[CH:13][CH:14]=2)[C:9]([CH3:18])([CH3:17])[CH2:8][CH2:7]1.[Al+3].[Cl-].[Cl-].[Cl-].Cl. The catalyst is C(OCC)(=O)C.C(Cl)Cl. The product is [CH3:16][C:12]1[C:13]([C:1](=[O:3])[CH3:2])=[CH:14][C:15]2[C:6]([CH3:19])([CH3:5])[CH2:7][CH2:8][C:9]([CH3:18])([CH3:17])[C:10]=2[CH:11]=1. The yield is 0.880. (4) The reactants are [C:1]([C:4]1[O:5][C:6]2[CH:13]=[CH:12][C:11]([O:14][CH3:15])=[C:10]([Br:16])[C:7]=2[C:8]=1[NH2:9])(=[O:3])[CH3:2].[CH:17]([C:20]1[S:21][C:22]([CH:25]=O)=[CH:23][N:24]=1)([CH3:19])[CH3:18].[OH-].[Na+].O. The catalyst is C1COCC1. The product is [NH2:9][C:8]1[C:7]2[C:10]([Br:16])=[C:11]([O:14][CH3:15])[CH:12]=[CH:13][C:6]=2[O:5][C:4]=1[C:1](=[O:3])/[CH:2]=[CH:25]/[C:22]1[S:21][C:20]([CH:17]([CH3:19])[CH3:18])=[N:24][CH:23]=1. The yield is 0.629. (5) The reactants are [CH:1]1([NH2:4])[CH2:3][CH2:2]1.C(N(CC)CC)C.C[O:13][C:14](=O)/[CH:15]=[C:16](/[O:19][CH3:20])\[CH2:17]Cl. The catalyst is C(#N)C.C(O)(=O)CC(CC(O)=O)(C(O)=O)O. The product is [CH:1]1([N:4]2[CH2:17][C:16]([O:19][CH3:20])=[CH:15][C:14]2=[O:13])[CH2:3][CH2:2]1. The yield is 0.440. (6) The reactants are BrBr.[K+].[Br-:4].[CH2:5]([C:7]1[CH:8]=[CH:9][C:10]([CH:13]=[CH2:14])=[N:11][CH:12]=1)[CH3:6].[OH2:15]. No catalyst specified. The product is [Br:4][CH2:14][CH:13]([C:10]1[CH:9]=[CH:8][C:7]([CH2:5][CH3:6])=[CH:12][N:11]=1)[OH:15]. The yield is 0.860. (7) The reactants are Cl[C:2]1[N:7]2[N:8]=[C:9]([CH3:11])[CH:10]=[C:6]2[N:5]=[C:4]([NH:12][C:13](=[O:24])[C:14]2[CH:19]=[CH:18][C:17]([C:20]([OH:23])([CH3:22])[CH3:21])=[CH:16][CH:15]=2)[CH:3]=1.Cl.[C:26]1([S:32][CH:33]2[CH2:38][CH2:37][NH:36][CH2:35][CH2:34]2)[CH:31]=[CH:30][CH:29]=[CH:28][CH:27]=1.C(N(CC)C(C)C)(C)C. The catalyst is CN(C=O)C.CS(C)=O.CO. The product is [OH:23][C:20]([C:17]1[CH:18]=[CH:19][C:14]([C:13]([NH:12][C:4]2[CH:3]=[C:2]([N:36]3[CH2:37][CH2:38][CH:33]([S:32][C:26]4[CH:31]=[CH:30][CH:29]=[CH:28][CH:27]=4)[CH2:34][CH2:35]3)[N:7]3[N:8]=[C:9]([CH3:11])[CH:10]=[C:6]3[N:5]=2)=[O:24])=[CH:15][CH:16]=1)([CH3:22])[CH3:21]. The yield is 0.650. (8) The reactants are [O:1]1[CH2:6][CH2:5][CH:4]([C:7]([O:9]C)=O)[CH2:3][CH2:2]1.O.[NH2:12][NH2:13]. The catalyst is CO. The product is [O:1]1[CH2:6][CH2:5][CH:4]([C:7]([NH:12][NH2:13])=[O:9])[CH2:3][CH2:2]1. The yield is 0.800.